Dataset: Forward reaction prediction with 1.9M reactions from USPTO patents (1976-2016). Task: Predict the product of the given reaction. (1) Given the reactants Cl[C:2]([O:4][C:5]1[CH:10]=[CH:9][CH:8]=[CH:7][CH:6]=1)=[O:3].[CH3:11][C:12]1[N:16]([C:17]2[CH:18]=[C:19]([CH:21]=[CH:22][CH:23]=2)[NH2:20])[N:15]=[N:14][N:13]=1.N1C(C)=CC=CC=1C.Cl, predict the reaction product. The product is: [CH3:11][C:12]1[N:16]([C:17]2[CH:18]=[C:19]([NH:20][C:2](=[O:3])[O:4][C:5]3[CH:10]=[CH:9][CH:8]=[CH:7][CH:6]=3)[CH:21]=[CH:22][CH:23]=2)[N:15]=[N:14][N:13]=1. (2) Given the reactants [Cl:1][C:2]1[CH:3]=[C:4]([NH:17][C:18]2[C:27]3[C:22](=[CH:23][CH:24]=[C:25]([NH2:28])[CH:26]=3)[N:21]=[CH:20][N:19]=2)[CH:5]=[CH:6][C:7]=1[O:8][CH2:9][C:10]1[CH:15]=[CH:14][CH:13]=[C:12]([F:16])[CH:11]=1.C1C[O:32][CH2:31]C1.[NH2:34][CH:35]1[CH2:39][CH2:38]C[CH:36]1[OH:40], predict the reaction product. The product is: [Cl:1][C:2]1[CH:3]=[C:4]([NH:17][C:18]2[C:27]3[C:22](=[CH:23][CH:24]=[C:25]([NH:28][C:31]4[O:32][CH:39]5[CH2:38][O:40][CH2:36][CH:35]5[N:34]=4)[CH:26]=3)[N:21]=[CH:20][N:19]=2)[CH:5]=[CH:6][C:7]=1[O:8][CH2:9][C:10]1[CH:15]=[CH:14][CH:13]=[C:12]([F:16])[CH:11]=1. (3) Given the reactants [F:1][C:2]([F:13])([F:12])[C:3]1[CH:11]=[CH:10][C:6]([C:7]([NH2:9])=[O:8])=[CH:5][CH:4]=1.[Cl:14][C:15]([Cl:19])([CH3:18])[CH:16]=O.[NH:20]1[C:24]2[CH:25]=[CH:26][CH:27]=[CH:28][C:23]=2[N:22]=[N:21]1.C1(C)C=CC(S(O)(=O)=O)=CC=1, predict the reaction product. The product is: [N:20]1([CH:16]([NH:9][C:7](=[O:8])[C:6]2[CH:10]=[CH:11][C:3]([C:2]([F:12])([F:13])[F:1])=[CH:4][CH:5]=2)[C:15]([Cl:19])([Cl:14])[CH3:18])[C:24]2[CH:25]=[CH:26][CH:27]=[CH:28][C:23]=2[N:22]=[N:21]1. (4) Given the reactants CS(O)(=O)=O.[NH2:6][CH2:7][C:8]1[CH:9]=[C:10]2[C:14](=[CH:15][CH:16]=1)[C:13](=[O:17])[N:12]([CH:18]1[CH2:23][CH2:22][C:21](=[O:24])[NH:20][C:19]1=[O:25])[CH2:11]2.[C:26](N1C=CN=C1)(N1C=CN=C1)=[O:27].[N:38]1[CH:43]=[CH:42][CH:41]=[CH:40][C:39]=1[O:44][C:45]1[CH:46]=[C:47]([NH2:51])[CH:48]=[CH:49][CH:50]=1.O, predict the reaction product. The product is: [O:25]=[C:19]1[CH:18]([N:12]2[CH2:11][C:10]3[C:14](=[CH:15][CH:16]=[C:8]([CH2:7][NH:6][C:26]([NH:51][C:47]4[CH:48]=[CH:49][CH:50]=[C:45]([O:44][C:39]5[CH:40]=[CH:41][CH:42]=[CH:43][N:38]=5)[CH:46]=4)=[O:27])[CH:9]=3)[C:13]2=[O:17])[CH2:23][CH2:22][C:21](=[O:24])[NH:20]1. (5) Given the reactants [CH2:1]([O:3][C:4](=[O:28])[CH2:5][C:6]1[CH:11]=[CH:10][C:9]([O:12][CH3:13])=[C:8]([O:14][C:15]2[CH:20]=[CH:19][C:18]([NH2:21])=[CH:17][C:16]=2[CH2:22][S:23][C:24]([CH3:27])([CH3:26])[CH3:25])[CH:7]=1)[CH3:2].[S:29](Cl)([C:32]1[C:44]2[CH:43]=[CH:42][CH:41]=[C:37]([N:38]([CH3:40])[CH3:39])[C:36]=2[CH:35]=[CH:34][CH:33]=1)(=[O:31])=[O:30], predict the reaction product. The product is: [CH2:1]([O:3][C:4](=[O:28])[CH2:5][C:6]1[CH:11]=[CH:10][C:9]([O:12][CH3:13])=[C:8]([O:14][C:15]2[CH:20]=[CH:19][C:18]([NH:21][S:29]([C:32]3[C:44]4[C:36](=[C:37]([N:38]([CH3:40])[CH3:39])[CH:41]=[CH:42][CH:43]=4)[CH:35]=[CH:34][CH:33]=3)(=[O:31])=[O:30])=[CH:17][C:16]=2[CH2:22][S:23][C:24]([CH3:27])([CH3:26])[CH3:25])[CH:7]=1)[CH3:2]. (6) Given the reactants [Cl:1][C:2]1[N:7]=[C:6](Cl)[C:5]([CH:9]=[O:10])=[C:4]([Cl:11])[N:3]=1.C([O-])(O)=O.[Na+].[O:17]1[CH2:22][CH2:21][CH:20]([NH2:23])[CH2:19][CH2:18]1, predict the reaction product. The product is: [Cl:1][C:2]1[N:3]=[C:4]([Cl:11])[C:5]([CH:9]=[O:10])=[C:6]([NH:23][CH:20]2[CH2:21][CH2:22][O:17][CH2:18][CH2:19]2)[N:7]=1.